This data is from Cav3 T-type calcium channel HTS with 100,875 compounds. The task is: Binary Classification. Given a drug SMILES string, predict its activity (active/inactive) in a high-throughput screening assay against a specified biological target. (1) The molecule is OC(=O)C(NC(=O)NCCc1ccccc1)C(C)C. The result is 0 (inactive). (2) The drug is s1c(c(c(c1NC(OC)=O)C(OC)=O)C)C(=O)N(C)C. The result is 0 (inactive). (3) The compound is o1c(c(C(=O)n2c3c(nc2)cccc3)cc1)C. The result is 0 (inactive). (4) The compound is S(c1nc(nc2c1cc(F)cc2)c1ccccc1)CC(OC)=O. The result is 0 (inactive). (5) The molecule is Fc1ccc(c2onc(C(=O)Nc3nn(Cc4ccc(cc4)C)cc3)c2)cc1. The result is 0 (inactive). (6) The compound is O(C(C)(C)C)C(=O)C(NC(=O)c1[nH]cnc1C(=O)Nc1ccc(cc1)C(OCC)=O)Cc1ccccc1. The result is 0 (inactive). (7) The result is 0 (inactive). The compound is O(c1c(N2CCN(CC2)Cc2c(O)c(OC)ccc2)cccc1)C.